This data is from Full USPTO retrosynthesis dataset with 1.9M reactions from patents (1976-2016). The task is: Predict the reactants needed to synthesize the given product. (1) Given the product [CH2:31]([O:30][C:28]([N:25]1[CH2:26][CH2:27][CH:22]([N:21]([C:9]([O:11][C:12]([CH3:13])([CH3:14])[CH3:15])=[O:10])[CH2:20][CH2:19][C:18]([OH:38])=[O:17])[CH2:23][CH2:24]1)=[O:29])[C:32]1[CH:37]=[CH:36][CH:35]=[CH:34][CH:33]=1, predict the reactants needed to synthesize it. The reactants are: [C:9](O[C:9]([O:11][C:12]([CH3:15])([CH3:14])[CH3:13])=[O:10])([O:11][C:12]([CH3:15])([CH3:14])[CH3:13])=[O:10].C[O:17][C:18](=[O:38])[CH2:19][CH2:20][NH:21][CH:22]1[CH2:27][CH2:26][N:25]([C:28]([O:30][CH2:31][C:32]2[CH:37]=[CH:36][CH:35]=[CH:34][CH:33]=2)=[O:29])[CH2:24][CH2:23]1. (2) Given the product [Cl:15][C:16]1[CH:21]=[C:20]([C:22]2[C:26]([N:27]3[CH2:32][CH2:31][N:30]([CH2:35][C:36]4[O:40][CH:39]=[CH:38][CH:37]=4)[CH2:29][CH2:28]3)=[CH:25][NH:24][N:23]=2)[C:19]([OH:33])=[CH:18][C:17]=1[OH:34], predict the reactants needed to synthesize it. The reactants are: C(O[BH-](OC(=O)C)OC(=O)C)(=O)C.[Na+].[Cl:15][C:16]1[CH:21]=[C:20]([C:22]2[C:26]([N:27]3[CH2:32][CH2:31][NH:30][CH2:29][CH2:28]3)=[CH:25][NH:24][N:23]=2)[C:19]([OH:33])=[CH:18][C:17]=1[OH:34].[CH:35](=O)[C:36]1[O:40][CH:39]=[CH:38][CH:37]=1.C(O)(=O)C. (3) The reactants are: [C:1]1([C:7]#[C:8][CH2:9][NH2:10])[CH:6]=[CH:5][CH:4]=[CH:3][CH:2]=1.[CH:11]1([C:18]2[CH:27]=[CH:26][C:21]3[NH:22][C:23](=[O:25])[O:24][C:20]=3[CH:19]=2)[CH2:16][CH2:15][C:14](=O)[CH2:13][CH2:12]1. Given the product [C:1]1([C:7]#[C:8][CH2:9][NH:10][C@H:14]2[CH2:15][CH2:16][C@H:11]([C:18]3[CH:27]=[CH:26][C:21]4[NH:22][C:23](=[O:25])[O:24][C:20]=4[CH:19]=3)[CH2:12][CH2:13]2)[CH:6]=[CH:5][CH:4]=[CH:3][CH:2]=1, predict the reactants needed to synthesize it. (4) Given the product [Cl:1][C:2]1[N:7]=[C:6]([N:13]2[CH2:14][CH2:16][CH2:18][CH2:17]2)[C:5]([I:9])=[CH:4][N:3]=1, predict the reactants needed to synthesize it. The reactants are: [Cl:1][C:2]1[N:7]=[C:6](Cl)[C:5]([I:9])=[CH:4][N:3]=1.C([N:13]([CH2:17][CH3:18])[CH:14]([CH3:16])C)(C)C.N1CCCC1.Cl. (5) Given the product [O:3]1[CH:7]=[CH:6][CH:5]=[C:4]1[C:8]1[N:13]=[C:12]([NH:14][C:21](=[O:23])[CH3:22])[CH:11]=[N:10][C:9]=1[C:15]1[CH:20]=[CH:19][N:18]=[CH:17][N:16]=1, predict the reactants needed to synthesize it. The reactants are: [H-].[Na+].[O:3]1[CH:7]=[CH:6][CH:5]=[C:4]1[C:8]1[N:13]=[C:12]([NH2:14])[CH:11]=[N:10][C:9]=1[C:15]1[CH:20]=[CH:19][N:18]=[CH:17][N:16]=1.[C:21](Cl)(=[O:23])[CH3:22]. (6) Given the product [CH3:42][O:41][C:36]1[CH:37]=[CH:38][CH:39]=[CH:40][C:35]=1[C:32]1[CH:31]=[CH:30][C:29]([C:27]([N:18]2[C:19]3[CH:26]=[CH:25][CH:24]=[CH:23][C:20]=3[CH2:21][N:22]3[C:13]([C:11]([NH:47][CH2:45][C:3]4[CH:2]=[N:1][CH:6]=[CH:5][CH:4]=4)=[O:12])=[CH:14][CH:15]=[C:16]3[CH2:17]2)=[O:28])=[CH:34][CH:33]=1, predict the reactants needed to synthesize it. The reactants are: [N:1]1[CH:6]=[CH:5][CH:4]=[C:3](NC)[CH:2]=1.ClC(Cl)(Cl)[C:11]([C:13]1[N:22]2[C:16]([CH2:17][N:18]([C:27]([C:29]3[CH:34]=[CH:33][C:32]([C:35]4[CH:40]=[CH:39][CH:38]=[CH:37][C:36]=4[O:41][CH3:42])=[CH:31][CH:30]=3)=[O:28])[C:19]3[CH:26]=[CH:25][CH:24]=[CH:23][C:20]=3[CH2:21]2)=[CH:15][CH:14]=1)=[O:12].[CH2:45]([N:47](CC)CC)C.CS(C)=O.